Dataset: NCI-60 drug combinations with 297,098 pairs across 59 cell lines. Task: Regression. Given two drug SMILES strings and cell line genomic features, predict the synergy score measuring deviation from expected non-interaction effect. (1) Drug 1: C1=CC(=C2C(=C1NCCNCCO)C(=O)C3=C(C=CC(=C3C2=O)O)O)NCCNCCO. Drug 2: C#CCC(CC1=CN=C2C(=N1)C(=NC(=N2)N)N)C3=CC=C(C=C3)C(=O)NC(CCC(=O)O)C(=O)O. Cell line: IGROV1. Synergy scores: CSS=38.6, Synergy_ZIP=-0.600, Synergy_Bliss=-1.72, Synergy_Loewe=-1.65, Synergy_HSA=-1.67. (2) Drug 1: CC12CCC3C(C1CCC2=O)CC(=C)C4=CC(=O)C=CC34C. Drug 2: CS(=O)(=O)OCCCCOS(=O)(=O)C. Cell line: RPMI-8226. Synergy scores: CSS=46.6, Synergy_ZIP=0.765, Synergy_Bliss=9.24, Synergy_Loewe=-9.03, Synergy_HSA=4.60. (3) Drug 1: C1C(C(OC1N2C=NC3=C(N=C(N=C32)Cl)N)CO)O. Drug 2: C#CCC(CC1=CN=C2C(=N1)C(=NC(=N2)N)N)C3=CC=C(C=C3)C(=O)NC(CCC(=O)O)C(=O)O. Cell line: RPMI-8226. Synergy scores: CSS=41.3, Synergy_ZIP=1.58, Synergy_Bliss=-2.08, Synergy_Loewe=-5.60, Synergy_HSA=-2.92. (4) Drug 1: COC1=NC(=NC2=C1N=CN2C3C(C(C(O3)CO)O)O)N. Drug 2: C(CN)CNCCSP(=O)(O)O. Cell line: 786-0. Synergy scores: CSS=-4.37, Synergy_ZIP=1.02, Synergy_Bliss=-5.05, Synergy_Loewe=-5.26, Synergy_HSA=-7.40. (5) Drug 1: C1=C(C(=O)NC(=O)N1)F. Drug 2: CCC(=C(C1=CC=CC=C1)C2=CC=C(C=C2)OCCN(C)C)C3=CC=CC=C3.C(C(=O)O)C(CC(=O)O)(C(=O)O)O. Cell line: 786-0. Synergy scores: CSS=31.7, Synergy_ZIP=1.49, Synergy_Bliss=2.02, Synergy_Loewe=1.36, Synergy_HSA=3.69. (6) Drug 1: C1C(C(OC1N2C=C(C(=O)NC2=O)F)CO)O. Drug 2: CC(C)(C#N)C1=CC(=CC(=C1)CN2C=NC=N2)C(C)(C)C#N. Cell line: OVCAR-8. Synergy scores: CSS=27.1, Synergy_ZIP=-6.50, Synergy_Bliss=1.40, Synergy_Loewe=-11.2, Synergy_HSA=0.398. (7) Drug 1: CC1C(C(CC(O1)OC2CC(CC3=C2C(=C4C(=C3O)C(=O)C5=C(C4=O)C(=CC=C5)OC)O)(C(=O)CO)O)N)O.Cl. Drug 2: COCCOC1=C(C=C2C(=C1)C(=NC=N2)NC3=CC=CC(=C3)C#C)OCCOC.Cl. Cell line: CCRF-CEM. Synergy scores: CSS=7.93, Synergy_ZIP=1.15, Synergy_Bliss=9.25, Synergy_Loewe=-5.06, Synergy_HSA=6.66.